This data is from Catalyst prediction with 721,799 reactions and 888 catalyst types from USPTO. The task is: Predict which catalyst facilitates the given reaction. (1) Reactant: [OH:1][C:2]1[C:3]([C:12](=[O:14])[CH3:13])=[N:4][C:5]2[C:10]([CH:11]=1)=[CH:9][CH:8]=[CH:7][CH:6]=2.[CH2:15]([O:22][C:23]1[CH:32]=[C:31]2[C:26]([C:27](Cl)=[CH:28][CH:29]=[N:30]2)=[CH:25][C:24]=1[O:34][CH3:35])[C:16]1[CH:21]=[CH:20][CH:19]=[CH:18][CH:17]=1.O. Product: [CH2:15]([O:22][C:23]1[CH:32]=[C:31]2[C:26]([C:27]([O:1][C:2]3[C:3]([C:12](=[O:14])[CH3:13])=[N:4][C:5]4[C:10]([CH:11]=3)=[CH:9][CH:8]=[CH:7][CH:6]=4)=[CH:28][CH:29]=[N:30]2)=[CH:25][C:24]=1[O:34][CH3:35])[C:16]1[CH:17]=[CH:18][CH:19]=[CH:20][CH:21]=1. The catalyst class is: 420. (2) Reactant: CO[C:3]([C:5]1[C:13]2[C:8](=[CH:9][C:10]([C:14]3[CH:19]=[C:18]([F:20])[C:17]([O:21][CH3:22])=[CH:16][C:15]=3[CH2:23][C:24]([F:27])([F:26])[F:25])=[CH:11][CH:12]=2)[N:7](C2CCCCO2)[N:6]=1)=[NH:4].C(OC([N:41]1[CH2:46][CH2:45][C:44](OCC)(OCC)[CH:43]([NH2:53])[CH2:42]1)=O)(C)(C)C.C(O)(=O)C.[ClH:58]. Product: [ClH:58].[ClH:58].[ClH:58].[F:20][C:18]1[C:17]([O:21][CH3:22])=[CH:16][C:15]([CH2:23][C:24]([F:27])([F:26])[F:25])=[C:14]([C:10]2[CH:9]=[C:8]3[C:13]([C:5]([C:3]4[NH:53][C:43]5[CH2:42][NH:41][CH2:46][CH2:45][C:44]=5[N:4]=4)=[N:6][NH:7]3)=[CH:12][CH:11]=2)[CH:19]=1. The catalyst class is: 8. (3) Reactant: C(N(CC)CC)C.[Br:8][C:9]1[N:18]=[C:17]([C:19]([O:21][CH3:22])=[O:20])[C:16]([OH:23])=[C:15]2[C:10]=1[CH:11]=[CH:12][CH:13]=[N:14]2.[S:24](Cl)([C:27]1[CH:33]=[CH:32][C:30]([CH3:31])=[CH:29][CH:28]=1)(=[O:26])=[O:25].CO. Product: [Br:8][C:9]1[N:18]=[C:17]([C:19]([O:21][CH3:22])=[O:20])[C:16]([O:23][S:24]([C:27]2[CH:33]=[CH:32][C:30]([CH3:31])=[CH:29][CH:28]=2)(=[O:26])=[O:25])=[C:15]2[C:10]=1[CH:11]=[CH:12][CH:13]=[N:14]2. The catalyst class is: 146.